Dataset: Peptide-MHC class I binding affinity with 185,985 pairs from IEDB/IMGT. Task: Regression. Given a peptide amino acid sequence and an MHC pseudo amino acid sequence, predict their binding affinity value. This is MHC class I binding data. (1) The peptide sequence is RERIRYFHY. The MHC is HLA-B35:01 with pseudo-sequence HLA-B35:01. The binding affinity (normalized) is 0.0847. (2) The peptide sequence is YQAVVPLVY. The MHC is Mamu-B8301 with pseudo-sequence Mamu-B8301. The binding affinity (normalized) is 0. (3) The peptide sequence is KPARGGSSI. The MHC is HLA-B58:01 with pseudo-sequence HLA-B58:01. The binding affinity (normalized) is 0.0847. (4) The peptide sequence is SYREAACCHL. The MHC is HLA-A29:02 with pseudo-sequence HLA-A29:02. The binding affinity (normalized) is 0.0507. (5) The binding affinity (normalized) is 0. The peptide sequence is RAAVSADPL. The MHC is HLA-A02:01 with pseudo-sequence HLA-A02:01. (6) The peptide sequence is FLGKIWPSHK. The MHC is HLA-B45:01 with pseudo-sequence HLA-B45:01. The binding affinity (normalized) is 0. (7) The peptide sequence is AQRAAGPSV. The MHC is HLA-A30:02 with pseudo-sequence HLA-A30:02. The binding affinity (normalized) is 0.213.